From a dataset of Full USPTO retrosynthesis dataset with 1.9M reactions from patents (1976-2016). Predict the reactants needed to synthesize the given product. (1) Given the product [C:1]([C:4]1[CH:11]=[CH:10][C:15]([C:16]([OH:18])=[O:17])=[C:6]([Br:12])[CH:5]=1)(=[O:3])[CH3:2], predict the reactants needed to synthesize it. The reactants are: [C:1]([C:4]1[CH:11]=[CH:10]C(C#N)=[C:6]([Br:12])[CH:5]=1)(=[O:3])[CH3:2].[OH-].[Na+].[CH3:15][C:16]([OH:18])=[O:17]. (2) Given the product [Cl:16][C:2]1[CH:3]=[N:4][C:5]2[C:10]([N:11]=1)=[CH:9][C:8]([C:12]#[N:13])=[CH:7][CH:6]=2, predict the reactants needed to synthesize it. The reactants are: O=[C:2]1[NH:11][C:10]2[C:5](=[CH:6][CH:7]=[C:8]([C:12]#[N:13])[CH:9]=2)[N:4]=[CH:3]1.P(Cl)(Cl)([Cl:16])=O. (3) Given the product [O:11]1[CH2:16][CH2:15][CH2:14][CH2:13][CH:12]1[O:17][CH2:18][CH2:19][O:9][C:8]([C:5]1[CH:4]=[N:3][C:2]([Cl:1])=[CH:7][N:6]=1)=[O:10], predict the reactants needed to synthesize it. The reactants are: [Cl:1][C:2]1[N:3]=[CH:4][C:5]([C:8]([OH:10])=[O:9])=[N:6][CH:7]=1.[O:11]1[CH2:16][CH2:15][CH2:14][CH2:13][CH:12]1[O:17][CH2:18][CH2:19]O.C(N(CC)CC)C.O=C1N(P(Cl)(N2CCOC2=O)=O)CCO1. (4) The reactants are: [ClH:1].Br[C:3]1[CH:13]=[C:12]([O:14][CH2:15][CH:16]([OH:19])[CH2:17][OH:18])[C:11]([O:20][CH3:21])=[CH:10][C:4]=1[CH2:5][NH:6]C(=O)C. Given the product [ClH:1].[Cl:1][C:3]1[CH:13]=[C:12]([O:14][CH2:15][CH:16]([OH:19])[CH2:17][OH:18])[C:11]([O:20][CH3:21])=[CH:10][C:4]=1[CH2:5][NH2:6], predict the reactants needed to synthesize it. (5) Given the product [CH3:1][CH2:2][N:3]([CH2:6][CH2:7][NH:8][C:9]([C:11]1[C:12]([CH3:29])=[C:13](/[CH:17]=[C:18]2/[C:19]3[CH:20]=[C:21]([F:28])[CH:22]=[CH:23][C:24]=3[NH:25][C:26]/2=[O:27])[NH:14][C:15]=1[CH3:16])=[O:10])[CH2:4][CH3:5].[C:30]([O-:37])(=[O:36])/[CH:31]=[CH:32]/[C:33]([O-:35])=[O:34], predict the reactants needed to synthesize it. The reactants are: [CH3:1][CH2:2][N:3]([CH2:6][CH2:7][NH:8][C:9]([C:11]1[C:12]([CH3:29])=[C:13](/[CH:17]=[C:18]2/[C:19]3[CH:20]=[C:21]([F:28])[CH:22]=[CH:23][C:24]=3[NH:25][C:26]/2=[O:27])[NH:14][C:15]=1[CH3:16])=[O:10])[CH2:4][CH3:5].[C:30]([OH:37])(=[O:36])/[CH:31]=[CH:32]/[C:33]([OH:35])=[O:34].